From a dataset of Forward reaction prediction with 1.9M reactions from USPTO patents (1976-2016). Predict the product of the given reaction. (1) The product is: [O:1]1[CH:5]=[N:4][C:3]([C:6]2[CH:10]=[CH:9][S:8][C:7]=2[NH:11][C:25](=[O:26])[CH2:24][N:19]2[C:20]3[C:15](=[CH:14][C:13]([F:12])=[C:22]([F:23])[CH:21]=3)[CH:16]=[CH:17][C:18]2=[O:28])=[N:2]1. Given the reactants [O:1]1[CH:5]=[N:4][C:3]([C:6]2[CH:10]=[CH:9][S:8][C:7]=2[NH2:11])=[N:2]1.[F:12][C:13]1[CH:14]=[C:15]2[C:20](=[CH:21][C:22]=1[F:23])[N:19]([CH2:24][C:25](O)=[O:26])[C:18](=[O:28])[CH:17]=[CH:16]2, predict the reaction product. (2) Given the reactants [Br:1][C:2]1[CH:7]=[CH:6][CH:5]=[CH:4][C:3]=1[NH:8][N:9]=[C:10]([C:16]#[N:17])[C:11]([NH:13][CH2:14][CH3:15])=[O:12].[Cl-].[Al+3].[Cl-].[Cl-].[C@H](O)(C([O-])=O)[C@@H](O)C([O-])=O.[Na+].[K+], predict the reaction product. The product is: [NH2:17][C:16]1[C:4]2[C:3](=[C:2]([Br:1])[CH:7]=[CH:6][CH:5]=2)[N:8]=[N:9][C:10]=1[C:11]([NH:13][CH2:14][CH3:15])=[O:12]. (3) Given the reactants C([O:9][CH2:10][C:11]1[S:12][CH:13]=[C:14]([C:16]2[CH:21]=[CH:20][C:19]([O:22][CH2:23][C:24]3[CH:29]=[CH:28][C:27]([CH:30]([CH2:34][CH2:35][CH3:36])[CH2:31][CH2:32][CH3:33])=[CH:26][CH:25]=3)=[CH:18][CH:17]=2)[N:15]=1)(=O)C1C=CC=CC=1.CO.[OH-].[Na+], predict the reaction product. The product is: [CH2:31]([CH:30]([C:27]1[CH:28]=[CH:29][C:24]([CH2:23][O:22][C:19]2[CH:20]=[CH:21][C:16]([C:14]3[N:15]=[C:11]([CH2:10][OH:9])[S:12][CH:13]=3)=[CH:17][CH:18]=2)=[CH:25][CH:26]=1)[CH2:34][CH2:35][CH3:36])[CH2:32][CH3:33]. (4) Given the reactants [C:1]([C:3]1[CH:8]=[CH:7][C:6]([C:9]2[N:13]3[CH:14]=[C:15]([C:18]4[CH:26]=[CH:25][C:21]([C:22]([OH:24])=O)=[CH:20][CH:19]=4)[CH:16]=[CH:17][C:12]3=[N:11][CH:10]=2)=[CH:5][CH:4]=1)#[N:2].CN(C(ON1N=NC2C=CC=NC1=2)=[N+](C)C)C.F[P-](F)(F)(F)(F)F.CN1CCOCC1.[CH3:58][N:59]1[CH2:64][CH2:63][N:62]([CH2:65][C:66]2[CH:72]=[CH:71][C:69]([NH2:70])=[CH:68][CH:67]=2)[CH2:61][CH2:60]1, predict the reaction product. The product is: [C:1]([C:3]1[CH:4]=[CH:5][C:6]([C:9]2[N:13]3[CH:14]=[C:15]([C:18]4[CH:26]=[CH:25][C:21]([C:22]([NH:70][C:69]5[CH:68]=[CH:67][C:66]([CH2:65][N:62]6[CH2:61][CH2:60][N:59]([CH3:58])[CH2:64][CH2:63]6)=[CH:72][CH:71]=5)=[O:24])=[CH:20][CH:19]=4)[CH:16]=[CH:17][C:12]3=[N:11][CH:10]=2)=[CH:7][CH:8]=1)#[N:2].